From a dataset of Forward reaction prediction with 1.9M reactions from USPTO patents (1976-2016). Predict the product of the given reaction. (1) Given the reactants [C:1]([O:4][C:5]1[CH:10]=[CH:9][C:8](OS(C(F)(F)F)(=O)=O)=[CH:7][C:6]=1[CH3:19])(=[O:3])[CH3:2].C(=O)([O-])[O-].[Cs+].[Cs+].C1C=CC(P(C2C=CC3C(=CC=CC=3)C=2C2C3C(=CC=CC=3)C=CC=2P(C2C=CC=CC=2)C2C=CC=CC=2)C2C=CC=CC=2)=CC=1.[NH:72]1[CH2:77][CH2:76][O:75][CH2:74][CH2:73]1, predict the reaction product. The product is: [C:1]([O:4][C:5]1[CH:10]=[CH:9][C:8]([N:72]2[CH2:77][CH2:76][O:75][CH2:74][CH2:73]2)=[CH:7][C:6]=1[CH3:19])(=[O:3])[CH3:2]. (2) Given the reactants C([O:3][C:4](=[O:26])[CH2:5][N:6]1[C:12](=[O:13])[CH2:11][CH2:10][N:9]([C:14](=[O:25])/[CH:15]=[CH:16]/[C:17]2[CH:22]=[CH:21][C:20]([Cl:23])=[C:19]([Cl:24])[CH:18]=2)[CH2:8][CH2:7]1)C.[OH-].[Li+], predict the reaction product. The product is: [Cl:24][C:19]1[CH:18]=[C:17](/[CH:16]=[CH:15]/[C:14]([N:9]2[CH2:10][CH2:11][C:12](=[O:13])[N:6]([CH2:5][C:4]([OH:26])=[O:3])[CH2:7][CH2:8]2)=[O:25])[CH:22]=[CH:21][C:20]=1[Cl:23]. (3) The product is: [CH3:22][O:21][C:9]1[CH:8]=[C:4]2[C:3](=[CH:11][C:10]=1[O:12][CH2:13][CH2:14][CH2:15][N:16]1[CH2:20][CH2:19][CH2:18][CH2:17]1)[N:2]=[CH:23][NH:7][C:5]2=[O:6]. Given the reactants Cl.[NH2:2][C:3]1[CH:11]=[C:10]([O:12][CH2:13][CH2:14][CH2:15][N:16]2[CH2:20][CH2:19][CH2:18][CH2:17]2)[C:9]([O:21][CH3:22])=[CH:8][C:4]=1[C:5]([NH2:7])=[O:6].[CH3:23]N(C=NC=[N+](C)C)C.[Cl-].O1CCOCC1.C([O-])(=O)C.[Na+], predict the reaction product. (4) Given the reactants Br[C:2]1[CH:11]=[C:10]2[C:5]([C:6]([CH3:16])([CH3:15])[CH2:7][C:8](=[O:14])[N:9]2[CH2:12][CH3:13])=[CH:4][C:3]=1[CH3:17].[F:18][C:19]([F:33])([F:32])[O:20][C:21]1[CH:26]=[CH:25][C:24]([CH:27]=[O:28])=[CH:23][C:22]=1B(O)O.C(=O)([O-])[O-].[K+].[K+], predict the reaction product. The product is: [CH2:12]([N:9]1[C:10]2[C:5](=[CH:4][C:3]([CH3:17])=[C:2]([C:26]3[CH:25]=[C:24]([CH:23]=[CH:22][C:21]=3[O:20][C:19]([F:18])([F:32])[F:33])[CH:27]=[O:28])[CH:11]=2)[C:6]([CH3:16])([CH3:15])[CH2:7][C:8]1=[O:14])[CH3:13]. (5) Given the reactants [F:1][C:2]1[N:7]=[CH:6][C:5]([N:8]=[C:9]=[S:10])=[CH:4][CH:3]=1.[C:11]([O:15]C)(=O)[CH2:12][SH:13].C(N(CC)CC)C, predict the reaction product. The product is: [F:1][C:2]1[N:7]=[CH:6][C:5]([N:8]2[C:11](=[O:15])[CH2:12][S:13][C:9]2=[S:10])=[CH:4][CH:3]=1. (6) Given the reactants C(OC(N1CC(O[CH:14]([F:16])[F:15])CC1C1NC(C2C=CC(Br)=CC=2)=CN=1)=O)(C)(C)C.C(OC(N1CC(O)CC1C1NC(C2C=CC(Br)=CC=2)=CN=1)=O)(C)(C)C.[C:54]([O:58][C:59]([N:61]1[CH2:65][CH:64]([OH:66])[CH2:63][CH:62]1[C:67]([O:69][CH2:70][C:71]([C:73]1[CH:78]=[CH:77][C:76]([Br:79])=[CH:75][CH:74]=1)=[O:72])=[O:68])=[O:60])([CH3:57])([CH3:56])[CH3:55], predict the reaction product. The product is: [C:54]([O:58][C:59]([N:61]1[CH2:65][CH:64]([O:66][CH:14]([F:16])[F:15])[CH2:63][CH:62]1[C:67]([O:69][CH2:70][C:71]([C:73]1[CH:78]=[CH:77][C:76]([Br:79])=[CH:75][CH:74]=1)=[O:72])=[O:68])=[O:60])([CH3:57])([CH3:55])[CH3:56]. (7) Given the reactants [CH3:1][O:2][C:3]([C:5]1[CH:9]=[C:8]([Br:10])[N:7]([CH:11]([CH3:13])[CH3:12])[C:6]=1[CH:14]([C:16]1[CH:21]=[CH:20][C:19]([Cl:22])=[CH:18][N:17]=1)O)=[O:4].[Cl:23][C:24]1[C:25]([F:31])=[C:26]([CH:28]=[CH:29][CH:30]=1)[NH2:27].C(OC(C1C=CN(C(C)C)C=1C(C1C=CC(Cl)=CC=1)O)=O)C.NC1C(=O)N(C)C=C(Cl)C=1, predict the reaction product. The product is: [Br:10][C:8]1[N:7]([CH:11]([CH3:13])[CH3:12])[C:6]([CH:14]([NH:27][C:26]2[CH:28]=[CH:29][CH:30]=[C:24]([Cl:23])[C:25]=2[F:31])[C:16]2[CH:21]=[CH:20][C:19]([Cl:22])=[CH:18][N:17]=2)=[C:5]([C:3]([O:2][CH3:1])=[O:4])[CH:9]=1. (8) Given the reactants [C:1]([C:4]1[CH:10]=[CH:9][CH:8]=[CH:7][C:5]=1[NH2:6])(=[O:3])[NH2:2].[CH2:11]([N:13]([CH:17]([CH3:19])[CH3:18])[CH:14]([CH3:16])C)[CH3:12].CN([CH:23]=[O:24])C, predict the reaction product. The product is: [C:17]1([N:13]2[CH2:11][CH2:12][CH:7]([CH2:8][CH2:9][CH2:10][C:23]([NH:6][C:5]3[CH:7]=[CH:8][CH:9]=[CH:10][C:4]=3[C:1]([NH2:2])=[O:3])=[O:24])[CH2:16][CH2:14]2)[CH:18]=[CH:5][CH:4]=[CH:1][CH:19]=1. (9) Given the reactants [Br:1][C:2]1[C:10]2[C:9](Cl)=[N:8][CH:7]=[N:6][C:5]=2[S:4][C:3]=1[C:12]1[CH:17]=[CH:16][C:15]([F:18])=[CH:14][CH:13]=1.[OH:19][C@@H:20]([CH2:26][C:27]1[CH:32]=[CH:31][CH:30]=[CH:29][C:28]=1[O:33][CH:34]1[CH2:39][CH2:38][CH2:37][CH2:36][O:35]1)[C:21]([O:23][CH2:24][CH3:25])=[O:22].C([O-])([O-])=O.[Cs+].[Cs+], predict the reaction product. The product is: [Br:1][C:2]1[C:10]2[C:9]([O:19][C@@H:20]([CH2:26][C:27]3[CH:32]=[CH:31][CH:30]=[CH:29][C:28]=3[O:33][CH:34]3[CH2:39][CH2:38][CH2:37][CH2:36][O:35]3)[C:21]([O:23][CH2:24][CH3:25])=[O:22])=[N:8][CH:7]=[N:6][C:5]=2[S:4][C:3]=1[C:12]1[CH:17]=[CH:16][C:15]([F:18])=[CH:14][CH:13]=1.